This data is from Reaction yield outcomes from USPTO patents with 853,638 reactions. The task is: Predict the reaction yield, written as a fraction of the theoretical maximum amount of product (1.0 means a 100% yield; for example, 0.34 means a 34% yield). The reactants are Br[C:2]1[CH:7]=[CH:6][C:5]([C:8]([CH3:12])([CH3:11])[C:9]#[N:10])=[C:4]([CH3:13])[CH:3]=1.C([Li])CCC.CON(C)[C:22](=[O:24])[CH3:23]. The catalyst is C1COCC1.[Cl-].[Na+].O. The product is [C:22]([C:2]1[CH:7]=[CH:6][C:5]([C:8]([CH3:12])([CH3:11])[C:9]#[N:10])=[C:4]([CH3:13])[CH:3]=1)(=[O:24])[CH3:23]. The yield is 0.680.